This data is from Human liver microsome stability data. The task is: Regression/Classification. Given a drug SMILES string, predict its absorption, distribution, metabolism, or excretion properties. Task type varies by dataset: regression for continuous measurements (e.g., permeability, clearance, half-life) or binary classification for categorical outcomes (e.g., BBB penetration, CYP inhibition). Dataset: hlm. (1) The molecule is CC[C@@H](CO)Nc1nc(Nc2cc(Cl)cc(Cl)c2)ncc1C(=O)NC1CCN(C)CC1. The result is 0 (unstable in human liver microsomes). (2) The compound is NC(=O)COc1ccc2c(c1)S(=O)(=O)NC(c1c(O)c(-c3cccs3)nn(CC3CCCCC3)c1=O)=N2. The result is 0 (unstable in human liver microsomes). (3) The result is 0 (unstable in human liver microsomes). The compound is NC1CN(c2ccccc2)CC1c1ccc(Cl)cc1Cl. (4) The compound is C/C=C/C[C@@H](C)[C@@H](O)[C@H]1C(=O)N[C@@H](CC)C(=O)N(C)CC(=O)N(C)[C@@H](CC(C)C)C(=O)N[C@@H](C(C)C)C(=O)N(C)[C@@H](CC(C)C)C(=O)N[C@@H](C)C(=O)N[C@H](C)C(=O)N(C)[C@@H](CC(C)C)C(=O)N(C)[C@@H](CC(C)C)C(=O)N(C)[C@@H](C(C)C)C(=O)N1C. The result is 1 (stable in human liver microsomes). (5) The compound is OCC1(NCCCC2CCc3ccc(OCc4noc(-c5ccc(Cl)cc5)n4)cc32)CCCC1. The result is 1 (stable in human liver microsomes).